This data is from CYP2D6 inhibition data for predicting drug metabolism from PubChem BioAssay. The task is: Regression/Classification. Given a drug SMILES string, predict its absorption, distribution, metabolism, or excretion properties. Task type varies by dataset: regression for continuous measurements (e.g., permeability, clearance, half-life) or binary classification for categorical outcomes (e.g., BBB penetration, CYP inhibition). Dataset: cyp2d6_veith. The molecule is COc1ccc2nc(SCC(=O)NN)cc(C)c2c1. The result is 0 (non-inhibitor).